This data is from Reaction yield outcomes from USPTO patents with 853,638 reactions. The task is: Predict the reaction yield, written as a fraction of the theoretical maximum amount of product (1.0 means a 100% yield; for example, 0.34 means a 34% yield). (1) The reactants are [F:1][C:2]([F:16])([F:15])[C:3]1[CH:4]=[C:5]([CH:8]=[C:9]([C:11]([F:14])([F:13])[F:12])[CH:10]=1)[CH2:6][NH2:7].[CH:17]([O:20][C:21]([N:23]1[CH2:29][CH2:28][CH2:27][C:26](=O)[C:25]2[N:31]=[C:32]([Cl:35])[CH:33]=[CH:34][C:24]1=2)=[O:22])([CH3:19])[CH3:18].[BH4-].[Na+].[OH-].[Na+].[C:40](OC(=O)C)(=[O:42])[CH3:41].N1C=CC=CC=1. The catalyst is C(OCC)(=O)C.CC(C)[O-].[Ti+4].CC(C)[O-].CC(C)[O-].CC(C)[O-].CO. The product is [CH:17]([O:20][C:21]([N:23]1[CH2:29][CH2:28][CH2:27][CH:26]([N:7]([C:40](=[O:42])[CH3:41])[CH2:6][C:5]2[CH:4]=[C:3]([C:2]([F:15])([F:16])[F:1])[CH:10]=[C:9]([C:11]([F:14])([F:12])[F:13])[CH:8]=2)[C:25]2[N:31]=[C:32]([Cl:35])[CH:33]=[CH:34][C:24]1=2)=[O:22])([CH3:19])[CH3:18]. The yield is 0.310. (2) The reactants are [CH2:1]([NH2:4])[CH2:2][NH2:3].[C:5]([N:9]1[C:13](=[O:14])[C:12](Cl)=[C:11]([C:16]2[CH:21]=[CH:20][CH:19]=[CH:18][CH:17]=2)[S:10]1(=[O:23])=[O:22])([CH3:8])([CH3:7])[CH3:6]. The catalyst is CN(C=O)C.CCOC(C)=O. The product is [NH2:3][CH2:2][CH2:1][NH:4][C:12]1[C:13](=[O:14])[N:9]([C:5]([CH3:7])([CH3:6])[CH3:8])[S:10](=[O:23])(=[O:22])[C:11]=1[C:16]1[CH:21]=[CH:20][CH:19]=[CH:18][CH:17]=1. The yield is 0.900.